Dataset: Forward reaction prediction with 1.9M reactions from USPTO patents (1976-2016). Task: Predict the product of the given reaction. Given the reactants [Cl:1][C:2]1[CH:3]=[C:4]([CH:31]=[CH:32][CH:33]=1)[CH2:5][NH:6][C:7]([C:9]1[N:10]([CH2:25][CH:26]([O:29][CH3:30])[O:27][CH3:28])[CH:11]=[C:12]([NH2:24])[C:13](=[O:23])[C:14]=1[O:15][CH2:16][C:17]1[CH:22]=[CH:21][CH:20]=[CH:19][CH:18]=1)=[O:8].C(N(CC)CC)C.[C:41](Cl)(=[O:44])[CH2:42][CH3:43].C(=O)([O-])O.[Na+], predict the reaction product. The product is: [CH2:16]([O:15][C:14]1[C:13](=[O:23])[C:12]([NH:24][C:41](=[O:44])[CH2:42][CH3:43])=[CH:11][N:10]([CH2:25][CH:26]([O:27][CH3:28])[O:29][CH3:30])[C:9]=1[C:7](=[O:8])[NH:6][CH2:5][C:4]1[CH:31]=[CH:32][CH:33]=[C:2]([Cl:1])[CH:3]=1)[C:17]1[CH:22]=[CH:21][CH:20]=[CH:19][CH:18]=1.